Dataset: Full USPTO retrosynthesis dataset with 1.9M reactions from patents (1976-2016). Task: Predict the reactants needed to synthesize the given product. (1) Given the product [C:8]([C:4]1[CH:3]=[C:2]([O:11][C:12]2[CH:13]=[CH:14][C:15]([NH:18][C:19]([C:21]3[C:22](=[O:36])[N:23]([C:30]4[CH:31]=[CH:32][CH:33]=[CH:34][CH:35]=4)[N:24]4[CH2:29][CH2:28][CH2:27][CH2:26][C:25]=34)=[O:20])=[N:16][CH:17]=2)[CH:7]=[CH:6][N:5]=1)(=[O:9])[NH2:10], predict the reactants needed to synthesize it. The reactants are: Cl[C:2]1[CH:7]=[CH:6][N:5]=[C:4]([C:8]([NH2:10])=[O:9])[CH:3]=1.[OH:11][C:12]1[CH:13]=[CH:14][C:15]([NH:18][C:19]([C:21]2[C:22](=[O:36])[N:23]([C:30]3[CH:35]=[CH:34][CH:33]=[CH:32][CH:31]=3)[N:24]3[CH2:29][CH2:28][CH2:27][CH2:26][C:25]=23)=[O:20])=[N:16][CH:17]=1.CC([O-])(C)C.[K+]. (2) Given the product [C:5]1([CH3:20])[CH:10]=[C:9]([CH3:11])[CH:8]=[C:7]([CH3:12])[C:6]=1[C:13]1[C:14]([CH3:19])=[N:15][N:16]2[C:30](=[O:31])[C:24]([C:25]([O:27][CH2:28][CH3:29])=[O:26])=[C:21]([CH3:22])[NH:18][C:17]=12, predict the reactants needed to synthesize it. The reactants are: C(O)(=O)C.[C:5]1([CH3:20])[CH:10]=[C:9]([CH3:11])[CH:8]=[C:7]([CH3:12])[C:6]=1[C:13]1[C:14]([CH3:19])=[N:15][NH:16][C:17]=1[NH2:18].[C:21]([CH:24]([C:30](OCC)=[O:31])[C:25]([O:27][CH2:28][CH3:29])=[O:26])(=O)[CH3:22]. (3) Given the product [CH3:1][O:2][C:3]1[C:4](=[O:9])[NH:5][C:6](=[O:8])[CH:7]=1, predict the reactants needed to synthesize it. The reactants are: [CH3:1][O:2][C:3]1(OC)[CH2:7][C:6](=[O:8])[NH:5][C:4]1=[O:9].CC1C=CC(S(O)(=O)=O)=CC=1.O. (4) Given the product [C:1]([O:5][C:6]([N:8]1[CH2:13][CH2:12][CH:11]([C:14]2[N:15]([CH2:20][CH2:21][N:22]([CH3:24])[CH3:23])[CH:16]=[C:17]([C:29]3[CH:30]=[CH:31][C:26]([Cl:25])=[CH:27][CH:28]=3)[N:18]=2)[CH2:10][CH2:9]1)=[O:7])([CH3:4])([CH3:3])[CH3:2], predict the reactants needed to synthesize it. The reactants are: [C:1]([O:5][C:6]([N:8]1[CH2:13][CH2:12][CH:11]([C:14]2[N:15]([CH2:20][CH2:21][N:22]([CH3:24])[CH3:23])[CH:16]=[C:17](Br)[N:18]=2)[CH2:10][CH2:9]1)=[O:7])([CH3:4])([CH3:3])[CH3:2].[Cl:25][C:26]1[CH:31]=[CH:30][C:29](B(O)O)=[CH:28][CH:27]=1.C([O-])([O-])=O.[Na+].[Na+].C(O)C. (5) Given the product [Cl:51][C:47]1[CH:46]=[C:45]([C:31]2[C:32]([C:38]([OH:40])=[O:39])=[C:33]([CH3:37])[N:34]=[C:35]([CH3:36])[C:30]=2[C:28]([O:27][CH2:26][CH2:25][CH2:24][N:21]2[CH2:20][CH2:19][C:18](=[C:8]3[C:7]4[CH:6]=[CH:5][CH:4]=[CH:3][C:13]=4[CH:12]=[CH:11][C:10]4[CH:14]=[CH:15][CH:16]=[CH:17][C:9]3=4)[CH2:23][CH2:22]2)=[O:29])[CH:50]=[CH:49][CH:48]=1, predict the reactants needed to synthesize it. The reactants are: [OH-].[Na+].[CH:3]1[C:13]2[CH:12]=[CH:11][C:10]3[CH:14]=[CH:15][CH:16]=[CH:17][C:9]=3[C:8](=[C:18]3[CH2:23][CH2:22][N:21]([CH2:24][CH2:25][CH2:26][O:27][C:28]([C:30]4[CH:31]([C:45]5[CH:50]=[CH:49][CH:48]=[C:47]([Cl:51])[CH:46]=5)[C:32]([C:38]([O:40]CCC#N)=[O:39])=[C:33]([CH3:37])[NH:34][C:35]=4[CH3:36])=[O:29])[CH2:20][CH2:19]3)[C:7]=2[CH:6]=[CH:5][CH:4]=1.Cl. (6) Given the product [C:1]([C:4]1[C:22](=[O:23])[C@@:8]2([CH3:24])[C:9]3[C:15]([OH:16])=[CH:14][C:13]([O:17][CH3:18])=[C:12]([C:19]([NH:21][CH2:26][C:27]4[CH:34]=[CH:33][CH:32]=[CH:31][C:28]=4[CH3:29])=[O:20])[C:10]=3[O:11][C:7]2=[CH:6][C:5]=1[OH:25])(=[O:3])[CH3:2], predict the reactants needed to synthesize it. The reactants are: [C:1]([C:4]1[C:22](=[O:23])[C@@:8]2([CH3:24])[C:9]3[C:15]([OH:16])=[CH:14][C:13]([O:17][CH3:18])=[C:12]([C:19]([NH2:21])=[O:20])[C:10]=3[O:11][C:7]2=[CH:6][C:5]=1[OH:25])(=[O:3])[CH3:2].[CH3:26][C:27]1[CH:34]=[CH:33][CH:32]=[CH:31][C:28]=1[CH:29]=O.C([SiH](CC)CC)C.FC(F)(F)C(O)=O.